From a dataset of Reaction yield outcomes from USPTO patents with 853,638 reactions. Predict the reaction yield, written as a fraction of the theoretical maximum amount of product (1.0 means a 100% yield; for example, 0.34 means a 34% yield). (1) The reactants are [C:1]([C:3]1[N:7]2[CH:8]=[C:9]([C:12]3[CH:32]=[CH:31][C:15]([C:16]([N:18]4[CH2:23][CH2:22][N:21]([C:24]([O:26][C:27]([CH3:30])([CH3:29])[CH3:28])=[O:25])[CH2:20][CH2:19]4)=[O:17])=[CH:14][CH:13]=3)[CH:10]=[CH:11][C:6]2=[N:5][CH:4]=1)#[CH:2].Br[C:34]1[CH:39]=[CH:38][N:37]=[C:36]([NH:40][C:41](=[O:43])[CH3:42])[CH:35]=1. No catalyst specified. The product is [C:41]([NH:40][C:36]1[CH:35]=[C:34]([C:2]#[C:1][C:3]2[N:7]3[CH:8]=[C:9]([C:12]4[CH:13]=[CH:14][C:15]([C:16]([N:18]5[CH2:23][CH2:22][N:21]([C:24]([O:26][C:27]([CH3:28])([CH3:29])[CH3:30])=[O:25])[CH2:20][CH2:19]5)=[O:17])=[CH:31][CH:32]=4)[CH:10]=[CH:11][C:6]3=[N:5][CH:4]=2)[CH:39]=[CH:38][N:37]=1)(=[O:43])[CH3:42]. The yield is 0.400. (2) The reactants are Cl[C:2]1[N:7]=[C:6]([O:8][C:9]2[CH:36]=[CH:35][CH:34]=[CH:33][C:10]=2[CH2:11][NH:12][C:13]([NH:15][C:16]2[N:20]([C:21]3[CH:26]=[CH:25][C:24]([CH3:27])=[CH:23][CH:22]=3)[N:19]=[C:18]([C:28]([CH2:31][CH3:32])([CH3:30])[CH3:29])[CH:17]=2)=[O:14])[CH:5]=[CH:4][N:3]=1.[NH:37]1[CH2:42][CH2:41][O:40][CH2:39][CH2:38]1. The catalyst is C(O)C. The product is [O:40]1[CH2:41][CH2:42][N:37]([C:2]2[N:7]=[C:6]([O:8][C:9]3[CH:36]=[CH:35][CH:34]=[CH:33][C:10]=3[CH2:11][NH:12][C:13]([NH:15][C:16]3[N:20]([C:21]4[CH:22]=[CH:23][C:24]([CH3:27])=[CH:25][CH:26]=4)[N:19]=[C:18]([C:28]([CH2:31][CH3:32])([CH3:29])[CH3:30])[CH:17]=3)=[O:14])[CH:5]=[CH:4][N:3]=2)[CH2:38][CH2:39]1. The yield is 0.910.